Dataset: NCI-60 drug combinations with 297,098 pairs across 59 cell lines. Task: Regression. Given two drug SMILES strings and cell line genomic features, predict the synergy score measuring deviation from expected non-interaction effect. Drug 1: C1CCC(C1)C(CC#N)N2C=C(C=N2)C3=C4C=CNC4=NC=N3. Cell line: MCF7. Drug 2: C1CN(P(=O)(OC1)NCCCl)CCCl. Synergy scores: CSS=0.957, Synergy_ZIP=0.965, Synergy_Bliss=2.50, Synergy_Loewe=-0.290, Synergy_HSA=0.965.